The task is: Predict the product of the given reaction.. This data is from Forward reaction prediction with 1.9M reactions from USPTO patents (1976-2016). (1) Given the reactants C(=O)([O-])[O-].[Cs+].[Cs+].Br[C:8]1[CH:9]=[C:10]2[C:15](=[CH:16][CH:17]=1)[N:14]=[C:13]([CH3:18])[C:12]([S:19]([CH3:22])(=[O:21])=[O:20])=[C:11]2[C:23]1[CH:28]=[CH:27][CH:26]=[CH:25][CH:24]=1.[NH:29]1[CH2:34][CH2:33][CH2:32][CH2:31][CH2:30]1, predict the reaction product. The product is: [CH3:22][S:19]([C:12]1[C:13]([CH3:18])=[N:14][C:15]2[C:10]([C:11]=1[C:23]1[CH:28]=[CH:27][CH:26]=[CH:25][CH:24]=1)=[CH:9][C:8]([N:29]1[CH2:34][CH2:33][CH2:32][CH2:31][CH2:30]1)=[CH:17][CH:16]=2)(=[O:21])=[O:20]. (2) Given the reactants C(OC([N:8]([C:26]1[CH:31]=[CH:30][N:29]=[C:28]([C:32]2[CH:37]=[CH:36][CH:35]=[C:34]([O:38][CH2:39][C:40]([NH:42][CH:43]([CH3:45])[CH3:44])=[O:41])[CH:33]=2)[N:27]=1)[C:9]1[CH:10]=[C:11]2[C:15](=[CH:16][C:17]=1[CH3:18])[N:14](C(OC(C)(C)C)=O)[N:13]=[CH:12]2)=O)(C)(C)C.[C:46]([OH:52])([C:48]([F:51])([F:50])[F:49])=[O:47], predict the reaction product. The product is: [OH:52][C:46]([C:48]([F:51])([F:50])[F:49])=[O:47].[CH:43]([NH:42][C:40](=[O:41])[CH2:39][O:38][C:34]1[CH:35]=[CH:36][CH:37]=[C:32]([C:28]2[N:27]=[C:26]([NH:8][C:9]3[CH:10]=[C:11]4[C:15](=[CH:16][C:17]=3[CH3:18])[NH:14][N:13]=[CH:12]4)[CH:31]=[CH:30][N:29]=2)[CH:33]=1)([CH3:45])[CH3:44]. (3) Given the reactants [CH2:1]([N:3]([CH2:19][CH3:20])[CH2:4][CH2:5][N:6]1[CH2:11][CH2:10][C:9]2[NH:12][C:13]([CH:16]=O)=[C:14]([CH3:15])[C:8]=2[C:7]1=[O:18])[CH3:2].[F:21][C:22]1[CH:23]=[C:24]2[C:28](=[C:29]([Br:31])[CH:30]=1)[NH:27][C:26](=[O:32])[CH2:25]2, predict the reaction product. The product is: [Br:31][C:29]1[CH:30]=[C:22]([F:21])[CH:23]=[C:24]2[C:28]=1[NH:27][C:26](=[O:32])[C:25]2=[CH:16][C:13]1[NH:12][C:9]2[CH2:10][CH2:11][N:6]([CH2:5][CH2:4][N:3]([CH2:19][CH3:20])[CH2:1][CH3:2])[C:7](=[O:18])[C:8]=2[C:14]=1[CH3:15].